This data is from Full USPTO retrosynthesis dataset with 1.9M reactions from patents (1976-2016). The task is: Predict the reactants needed to synthesize the given product. (1) Given the product [NH2:1][C:2]1[N:11]=[C:10]([CH3:12])[C:9]2[C:8](=[O:13])[CH2:7][CH:6]([C:14]3[C:19]([OH:20])=[CH:18][CH:17]=[CH:16][C:15]=3[Cl:22])[CH2:5][C:4]=2[N:3]=1, predict the reactants needed to synthesize it. The reactants are: [NH2:1][C:2]1[N:11]=[C:10]([CH3:12])[C:9]2[C:8](=[O:13])[CH2:7][CH:6]([C:14]3[C:19]([O:20]C)=[CH:18][CH:17]=[CH:16][C:15]=3[Cl:22])[CH2:5][C:4]=2[N:3]=1.NC1C=CC(S)=CC=1.[F-].[K+]. (2) Given the product [NH2:1][C:2]1[O:3][CH:7]=[C:8]([C:9]([O:11][CH2:14][CH3:15])=[O:10])[N:4]=1, predict the reactants needed to synthesize it. The reactants are: [NH2:1][C:2]([NH2:4])=[O:3].C([CH:7](Br)[C:8](=O)[C:9]([O-:11])=[O:10])C.[CH2:14](O)[CH3:15].